From a dataset of Full USPTO retrosynthesis dataset with 1.9M reactions from patents (1976-2016). Predict the reactants needed to synthesize the given product. (1) Given the product [CH3:1][O:2][C:3]1[CH:16]=[CH:15][C:6]([CH2:7][C:8]2[CH:13]=[CH:12][CH:11]=[CH:10][C:9]=2[OH:14])=[CH:5][CH:4]=1, predict the reactants needed to synthesize it. The reactants are: [CH3:1][O:2][C:3]1[CH:16]=[CH:15][C:6]([CH:7]=[C:8]2[CH2:13][CH2:12][CH2:11][CH2:10][C:9]2=[O:14])=[CH:5][CH:4]=1.C(OCC)(=O)/C=C\C(OCC)=O. (2) Given the product [CH2:14]([CH2:26][NH2:27])[CH2:15][C:16]([P:18]([OH:20])([OH:21])=[O:19])([P:22]([OH:25])([OH:24])=[O:23])[OH:17], predict the reactants needed to synthesize it. The reactants are: P([O-])([O-])([O-])=O.[Ca+2].P([O-])([O-])([O-])=O.[Ca+2].[Ca+2].[CH2:14]([CH2:26][NH2:27])[CH2:15][C:16]([P:22]([O-:25])([OH:24])=[O:23])([P:18]([OH:21])([OH:20])=[O:19])[OH:17].[Na+]. (3) Given the product [NH2:11][C:9]1[C:10]2=[C:2]([C:38]3[CH:39]=[CH:40][C:35]([NH:34][C:32]([NH:31][C:22]4[CH:23]=[C:24]([C:27]([F:29])([F:30])[F:28])[CH:25]=[CH:26][C:21]=4[F:20])=[O:33])=[C:36]([CH3:50])[CH:37]=3)[C:3]([CH3:19])=[C:4]([CH2:12][N:13]3[CH2:18][CH2:17][O:16][CH2:15][CH2:14]3)[N:5]2[N:6]=[CH:7][N:8]=1, predict the reactants needed to synthesize it. The reactants are: Br[C:2]1[C:3]([CH3:19])=[C:4]([CH2:12][N:13]2[CH2:18][CH2:17][O:16][CH2:15][CH2:14]2)[N:5]2[C:10]=1[C:9]([NH2:11])=[N:8][CH:7]=[N:6]2.[F:20][C:21]1[CH:26]=[CH:25][C:24]([C:27]([F:30])([F:29])[F:28])=[CH:23][C:22]=1[NH:31][C:32]([NH:34][C:35]1[CH:40]=[CH:39][C:38](B2OC(C)(C)C(C)(C)O2)=[CH:37][C:36]=1[CH3:50])=[O:33].FC1C=CC(C(F)(F)F)=CC=1NC(NC1C=CC(B2OC(C)(C)C(C)(C)O2)=CC=1)=O. (4) Given the product [O:24]=[S:16]1(=[O:25])[C:17]2[CH:23]=[CH:22][CH:21]=[CH:20][C:18]=2[CH2:19][N:13]([C:4]2[CH:3]=[C:2]([NH:26][CH2:27][C:28]([OH:30])=[O:29])[C:11]3[C:6](=[CH:7][CH:8]=[C:9]([CH3:12])[CH:10]=3)[N:5]=2)[CH2:14][CH2:15]1, predict the reactants needed to synthesize it. The reactants are: Cl[C:2]1[C:11]2[C:6](=[CH:7][CH:8]=[C:9]([CH3:12])[CH:10]=2)[N:5]=[C:4]([N:13]2[CH2:19][C:18]3[CH:20]=[CH:21][CH:22]=[CH:23][C:17]=3[S:16](=[O:25])(=[O:24])[CH2:15][CH2:14]2)[CH:3]=1.[NH2:26][CH2:27][C:28]([OH:30])=[O:29]. (5) Given the product [CH:21]([CH2:1][CH2:3][C@H:4]1[CH2:9][CH2:8][C@H:7]([CH2:10][O:11][C:12]2[CH:17]=[CH:16][CH:15]=[C:14]([F:18])[C:13]=2[F:19])[CH2:6][CH2:5]1)=[O:22], predict the reactants needed to synthesize it. The reactants are: [CH:1]([CH2:3][C@H:4]1[CH2:9][CH2:8][C@H:7]([CH2:10][O:11][C:12]2[CH:17]=[CH:16][CH:15]=[C:14]([F:18])[C:13]=2[F:19])[CH2:6][CH2:5]1)=O.[Cl-].[CH3:21][O:22]C[P+](C1C=CC=CC=1)(C1C=CC=CC=1)C1C=CC=CC=1.CC(C)([O-])C.[K+].O. (6) Given the product [F:16][C:17]1[CH:22]=[C:21]([F:23])[CH:20]=[CH:19][C:18]=1[C:24]1[C:29]([F:30])=[CH:28][N:27]=[C:26]([NH:31][C:32]2[CH:33]=[C:34]([CH:35]=[C:36]([C:38]([F:41])([F:40])[F:39])[CH:37]=2)[CH2:42][S:43](=[N:47][C:46]#[N:45])[CH3:44])[N:25]=1, predict the reactants needed to synthesize it. The reactants are: C(O)(=O)C.C(O)(=O)C.IC1C=CC=CC=1.[F:16][C:17]1[CH:22]=[C:21]([F:23])[CH:20]=[CH:19][C:18]=1[C:24]1[C:29]([F:30])=[CH:28][N:27]=[C:26]([NH:31][C:32]2[CH:37]=[C:36]([C:38]([F:41])([F:40])[F:39])[CH:35]=[C:34]([CH2:42][S:43][CH3:44])[CH:33]=2)[N:25]=1.[N:45]#[C:46][NH2:47]. (7) Given the product [F:43][C:40]1[CH:41]=[CH:42][C:37]([C:35]2[N:36]=[C:32]([CH:29]3[CH2:30][CH2:31][N:26]([C:24]([O:23][CH2:16][C:17]4[CH:22]=[CH:21][CH:20]=[CH:19][CH:18]=4)=[O:25])[CH2:27][CH2:28]3)[N:33]([CH2:48][CH2:49][N:5]3[CH2:6][CH:3]([F:2])[CH2:4]3)[CH:34]=2)=[CH:38][C:39]=1[C:44]([F:45])([F:46])[F:47], predict the reactants needed to synthesize it. The reactants are: Cl.[F:2][CH:3]1[CH2:6][NH:5][CH2:4]1.C(N(C(C)C)C(C)C)C.[CH2:16]([O:23][C:24]([N:26]1[CH2:31][CH2:30][CH:29]([C:32]2[N:33]([CH2:48][CH:49]=O)[CH:34]=[C:35]([C:37]3[CH:42]=[CH:41][C:40]([F:43])=[C:39]([C:44]([F:47])([F:46])[F:45])[CH:38]=3)[N:36]=2)[CH2:28][CH2:27]1)=[O:25])[C:17]1[CH:22]=[CH:21][CH:20]=[CH:19][CH:18]=1.C(O[BH-](OC(=O)C)OC(=O)C)(=O)C.[Na+].